From a dataset of Forward reaction prediction with 1.9M reactions from USPTO patents (1976-2016). Predict the product of the given reaction. (1) Given the reactants [Cl:1][S:2](Cl)(=[O:4])=[O:3].C[OH:7].[CH2:8]([O:10][CH2:11]C)[CH3:9], predict the reaction product. The product is: [CH3:11][O:10][C:8](=[O:7])[CH2:9][S:2]([Cl:1])(=[O:4])=[O:3]. (2) Given the reactants [CH3:1][C:2]1[C:3]([CH2:14][S:15]([C:17]2[N:21]([CH2:22][OH:23])[C:20]3[CH:24]=[CH:25][CH:26]=[CH:27][C:19]=3[N:18]=2)=[O:16])=[N:4][CH:5]=[CH:6][C:7]=1[O:8][CH2:9][C:10]([F:13])([F:12])[F:11].C(N(CC)CC)C.Cl[C:36]([O:38][CH2:39][C:40]1[CH:45]=[CH:44][CH:43]=[CH:42][CH:41]=1)=[O:37].C(OCC)(=O)C, predict the reaction product. The product is: [C:36](=[O:37])([O:23][CH2:22][N:21]1[C:20]2[CH:24]=[CH:25][CH:26]=[CH:27][C:19]=2[N:18]=[C:17]1[S:15]([CH2:14][C:3]1[C:2]([CH3:1])=[C:7]([O:8][CH2:9][C:10]([F:12])([F:11])[F:13])[CH:6]=[CH:5][N:4]=1)=[O:16])[O:38][CH2:39][C:40]1[CH:45]=[CH:44][CH:43]=[CH:42][CH:41]=1. (3) Given the reactants [Mg+2].[Cl-].[Cl-].C(O)C(N)(CO)CO.Cl.[P:13]([O:25][CH2:26][C@H:27]1[O:31][C@@H:30]([N:32]2[C:41]3[N:40]=[CH:39][N:38]=[C:36]([NH2:37])[C:35]=3[N:34]=[CH:33]2)[C@H:29]([OH:42])[C@@H:28]1[OH:43])([O:16][P:17]([O:20]P(O)(O)=O)([OH:19])=[O:18])(=[O:15])[OH:14], predict the reaction product. The product is: [P:13]([O:25][CH2:26][C@H:27]1[O:31][C@@H:30]([N:32]2[C:41]3[N:40]=[CH:39][N:38]=[C:36]([NH2:37])[C:35]=3[N:34]=[CH:33]2)[C@H:29]([OH:42])[C@@H:28]1[OH:43])([O:16][P:17]([OH:19])([OH:20])=[O:18])(=[O:14])[OH:15]. (4) Given the reactants [O:1]1CC[O:3][CH:2]1[CH2:6][C:7]1[CH:8]=[C:9]([CH:15]=[CH:16][CH:17]=1)[C:10]([N:12]([CH3:14])[CH3:13])=[O:11].OOS([O-])=O.[K+].Cl, predict the reaction product. The product is: [CH3:14][N:12]([CH3:13])[C:10]([C:9]1[CH:8]=[C:7]([CH2:6][C:2]([OH:3])=[O:1])[CH:17]=[CH:16][CH:15]=1)=[O:11]. (5) Given the reactants Br[C:2]1[CH:3]=[C:4]2[C:9](=[CH:10][CH:11]=1)[N:8]=[CH:7][C:6]([C:12]([CH:14]1[CH2:16][CH2:15]1)=[O:13])=[C:5]2[NH:17][C@H:18]1[CH2:23][CH2:22][C@H:21]([CH2:24][NH:25][C:26](=[O:32])[O:27][C:28]([CH3:31])([CH3:30])[CH3:29])[CH2:20][CH2:19]1.[Cl:33][C:34]1[CH:39]=[C:38](B2OC(C)(C)C(C)(C)O2)[CH:37]=[C:36]([F:49])[C:35]=1[OH:50], predict the reaction product. The product is: [Cl:33][C:34]1[CH:39]=[C:38]([C:2]2[CH:3]=[C:4]3[C:9](=[CH:10][CH:11]=2)[N:8]=[CH:7][C:6]([C:12]([CH:14]2[CH2:15][CH2:16]2)=[O:13])=[C:5]3[NH:17][C@H:18]2[CH2:19][CH2:20][C@H:21]([CH2:24][NH:25][C:26](=[O:32])[O:27][C:28]([CH3:29])([CH3:30])[CH3:31])[CH2:22][CH2:23]2)[CH:37]=[C:36]([F:49])[C:35]=1[OH:50]. (6) Given the reactants [OH-:1].[K+].[F:3][C:4]1[C:9]([O:10][CH3:11])=[CH:8][C:7]([O:12][CH3:13])=[C:6]([F:14])[C:5]=1[C:15]1[C:24]2[N:23]=[CH:22][CH:21]=[N:20][C:19]=2[C:18]([C:25]#N)=[CH:17][CH:16]=1.[OH2:27], predict the reaction product. The product is: [F:14][C:6]1[C:7]([O:12][CH3:13])=[CH:8][C:9]([O:10][CH3:11])=[C:4]([F:3])[C:5]=1[C:15]1[C:24]2[N:23]=[CH:22][CH:21]=[N:20][C:19]=2[C:18]([C:25]([OH:27])=[O:1])=[CH:17][CH:16]=1. (7) Given the reactants [O:1]=[C:2]1[C:10]2[C:5](=[CH:6][C:7]([C:11]([OH:13])=O)=[CH:8][CH:9]=2)[CH2:4][NH:3]1.Cl.[F:15][C:16]([F:36])([F:35])[C:17]1[CH:22]=[CH:21][C:20]([C@@H:23]([C:25]2[C:30]([C:31]([F:34])([F:33])[F:32])=[CH:29][CH:28]=[CH:27][N:26]=2)[NH2:24])=[CH:19][CH:18]=1, predict the reaction product. The product is: [O:1]=[C:2]1[C:10]2[C:5](=[CH:6][C:7]([C:11]([NH:24][C@@H:23]([C:20]3[CH:21]=[CH:22][C:17]([C:16]([F:36])([F:15])[F:35])=[CH:18][CH:19]=3)[C:25]3[C:30]([C:31]([F:32])([F:33])[F:34])=[CH:29][CH:28]=[CH:27][N:26]=3)=[O:13])=[CH:8][CH:9]=2)[CH2:4][NH:3]1. (8) Given the reactants CON(C)C(C1SC=NC=1)=O.[CH3:12][N:13]([CH3:26])[C:14]1[CH:25]=[CH:24][C:17]([C:18](N(OC)C)=[O:19])=[CH:16][CH:15]=1.[CH3:27][N:28]1[C:32](C(C2SC=NC=2)=O)=[CH:31][N:30]=[CH:29]1, predict the reaction product. The product is: [CH3:26][N:13]([CH3:12])[C:14]1[CH:15]=[CH:16][C:17]([C:18]([C:32]2[N:28]([CH3:27])[CH:29]=[N:30][CH:31]=2)=[O:19])=[CH:24][CH:25]=1.